Dataset: Full USPTO retrosynthesis dataset with 1.9M reactions from patents (1976-2016). Task: Predict the reactants needed to synthesize the given product. (1) Given the product [ClH:38].[NH2:26][C:24]1[CH:23]=[CH:22][C:20]2[NH:21][C:16]([C:7]3[C:6](=[O:36])[C:5]([CH2:1][CH2:2][CH2:3][CH3:4])([CH3:37])[C:14]4[C:9]([C:8]=3[OH:15])=[CH:10][CH:11]=[CH:12][CH:13]=4)=[N:17][S:18](=[O:35])(=[O:34])[C:19]=2[CH:25]=1, predict the reactants needed to synthesize it. The reactants are: [CH2:1]([C:5]1([CH3:37])[C:14]2[C:9](=[CH:10][CH:11]=[CH:12][CH:13]=2)[C:8]([OH:15])=[C:7]([C:16]2[NH:21][C:20]3[CH:22]=[CH:23][C:24]([NH:26]C(=O)OC(C)(C)C)=[CH:25][C:19]=3[S:18](=[O:35])(=[O:34])[N:17]=2)[C:6]1=[O:36])[CH2:2][CH2:3][CH3:4].[ClH:38]. (2) Given the product [CH3:18][O:19][C:20]1[CH:26]=[CH:25][C:24]([CH3:27])=[CH:23][C:21]=1[NH:22][C:2]1[CH:7]=[C:6]([C:8]([F:11])([F:10])[F:9])[N:5]=[C:4]([C:12]2[CH:13]=[N:14][CH:15]=[CH:16][CH:17]=2)[N:3]=1, predict the reactants needed to synthesize it. The reactants are: Cl[C:2]1[CH:7]=[C:6]([C:8]([F:11])([F:10])[F:9])[N:5]=[C:4]([C:12]2[CH:13]=[N:14][CH:15]=[CH:16][CH:17]=2)[N:3]=1.[CH3:18][O:19][C:20]1[CH:26]=[CH:25][C:24]([CH3:27])=[CH:23][C:21]=1[NH2:22].